Dataset: Full USPTO retrosynthesis dataset with 1.9M reactions from patents (1976-2016). Task: Predict the reactants needed to synthesize the given product. (1) Given the product [CH3:11][O:12][C:13]1[CH:22]=[CH:21][CH:20]=[CH:19][C:14]=1[C:15]1[C:1]([C:2]2[S:3][C:4]3[CH:10]=[CH:9][CH:8]=[CH:7][C:5]=3[N:6]=2)=[CH:25][NH:24][N:23]=1, predict the reactants needed to synthesize it. The reactants are: [CH3:1][C:2]1[S:3][C:4]2[CH:10]=[CH:9][CH:8]=[CH:7][C:5]=2[N:6]=1.[CH3:11][O:12][C:13]1[CH:22]=[CH:21][CH:20]=[CH:19][C:14]=1[C:15](OC)=O.[NH2:23][NH2:24].[CH3:25]O. (2) Given the product [CH:18]1([C:15]2[CH:16]=[CH:17][C:12]([C:10]([NH:9][C:4]([CH2:7][CH3:8])([CH2:5][CH3:6])[C:3]([OH:28])=[O:2])=[O:11])=[N:13][C:14]=2[O:21][CH2:22][CH:23]2[CH2:27][CH2:26][CH2:25][O:24]2)[CH2:20][CH2:19]1, predict the reactants needed to synthesize it. The reactants are: C[O:2][C:3](=[O:28])[C:4]([NH:9][C:10]([C:12]1[CH:17]=[CH:16][C:15]([CH:18]2[CH2:20][CH2:19]2)=[C:14]([O:21][CH2:22][CH:23]2[CH2:27][CH2:26][CH2:25][O:24]2)[N:13]=1)=[O:11])([CH2:7][CH3:8])[CH2:5][CH3:6].O.[OH-].[Li+].[OH-].[Na+]. (3) Given the product [CH3:17][O:16][C:13]1[CH:12]=[CH:11][C:10]([C@H:9]2[C@H:4]([O:3][CH2:47][CH:48]=[C:49]3[CH2:54][CH2:53][O:52][CH2:51][CH2:50]3)[CH2:5][N:6]([C:36]([O:38][CH2:39][C:40]3[CH:41]=[CH:42][CH:43]=[CH:44][CH:45]=3)=[O:37])[CH2:7][C@@H:8]2[O:18][CH2:19][C:20]2[CH:21]=[CH:22][C:23]3[O:28][CH2:27][C:26](=[O:29])[N:25]([CH2:30][CH2:31][CH2:32][O:33][CH3:34])[C:24]=3[CH:35]=2)=[CH:15][CH:14]=1, predict the reactants needed to synthesize it. The reactants are: [H-].[Na+].[OH:3][C@H:4]1[C@H:9]([C:10]2[CH:15]=[CH:14][C:13]([O:16][CH3:17])=[CH:12][CH:11]=2)[C@@H:8]([O:18][CH2:19][C:20]2[CH:21]=[CH:22][C:23]3[O:28][CH2:27][C:26](=[O:29])[N:25]([CH2:30][CH2:31][CH2:32][O:33][CH3:34])[C:24]=3[CH:35]=2)[CH2:7][N:6]([C:36]([O:38][CH2:39][C:40]2[CH:45]=[CH:44][CH:43]=[CH:42][CH:41]=2)=[O:37])[CH2:5]1.Br[CH2:47][CH:48]=[C:49]1[CH2:54][CH2:53][O:52][CH2:51][CH2:50]1. (4) Given the product [C:14]([CH:13]([C:17]1[CH:22]=[C:21]([S:23][CH3:24])[N:20]=[CH:19][N:18]=1)[C:7]1[CH:12]=[CH:11][CH:10]=[CH:9][CH:8]=1)#[N:15], predict the reactants needed to synthesize it. The reactants are: CC(C)([O-])C.[K+].[C:7]1([CH2:13][C:14]#[N:15])[CH:12]=[CH:11][CH:10]=[CH:9][CH:8]=1.Cl[C:17]1[CH:22]=[C:21]([S:23][CH3:24])[N:20]=[CH:19][N:18]=1.[Cl-].[NH4+]. (5) Given the product [Cl:38][C:36]1[C:35]([O:39][CH3:40])=[CH:34][C:33]([O:41][CH3:42])=[C:32]([Cl:43])[C:31]=1[NH:30][C:28](=[O:29])[N:27]([CH3:44])[C:23]1[CH:22]=[C:21]([NH:20][C:17]2[CH:18]=[CH:19][C:14]([N:11]3[CH2:10][CH2:9][NH:8][CH2:13][CH2:12]3)=[CH:15][CH:16]=2)[N:26]=[CH:25][N:24]=1, predict the reactants needed to synthesize it. The reactants are: C([N:8]1[CH2:13][CH2:12][N:11]([C:14]2[CH:19]=[CH:18][C:17]([NH:20][C:21]3[N:26]=[CH:25][N:24]=[C:23]([N:27]([CH3:44])[C:28]([NH:30][CH:31]4[C:36]([Cl:38])(C)[C:35]([O:39][CH3:40])=[CH:34][C:33]([O:41][CH3:42])=[C:32]4[Cl:43])=[O:29])[CH:22]=3)=[CH:16][CH:15]=2)[CH2:10][CH2:9]1)C1C=CC=CC=1.Cl. (6) The reactants are: [Cl:1][C:2]1[N:3]=[C:4](Cl)[C:5]2[CH:10]=[CH:9][O:8][C:6]=2[N:7]=1.[NH:12]1[CH2:17][CH2:16][O:15][CH2:14][CH2:13]1. Given the product [Cl:1][C:2]1[N:3]=[C:4]([N:12]2[CH2:17][CH2:16][O:15][CH2:14][CH2:13]2)[C:5]2[CH:10]=[CH:9][O:8][C:6]=2[N:7]=1, predict the reactants needed to synthesize it. (7) Given the product [Cl:1][C:2]1[C:3]([CH3:31])=[C:4]([NH:10][C@@H:11]([C:12]2[O:13][C:16]([C:17]3[CH:18]=[CH:19][C:20]([S:23]([CH3:26])(=[O:24])=[O:25])=[CH:21][CH:22]=3)=[N:15][N:14]=2)[C@@H:28]([OH:30])[CH3:29])[CH:5]=[CH:6][C:7]=1[C:8]#[N:9], predict the reactants needed to synthesize it. The reactants are: [Cl:1][C:2]1[C:3]([CH3:31])=[C:4]([NH:10][C@H:11]([C@@H:28]([OH:30])[CH3:29])[C:12]([NH:14][NH:15][C:16](=O)[C:17]2[CH:22]=[CH:21][C:20]([S:23]([CH3:26])(=[O:25])=[O:24])=[CH:19][CH:18]=2)=[O:13])[CH:5]=[CH:6][C:7]=1[C:8]#[N:9].S(Cl)(C1C=CC(C)=CC=1)(=O)=O.C(N=P1(N(CC)CC)N(C)CCCN1C)(C)(C)C. (8) Given the product [C:11]1([C:20]2[CH:21]=[CH:22][CH:23]=[CH:24][CH:25]=2)[CH:16]=[CH:15][CH:14]=[C:13]([C:2]2[N:7]([CH3:8])[C:6](=[O:9])[C:5]([OH:10])=[CH:4][N:3]=2)[CH:12]=1, predict the reactants needed to synthesize it. The reactants are: Cl[C:2]1[N:7]([CH3:8])[C:6](=[O:9])[C:5]([OH:10])=[CH:4][N:3]=1.[C:11]1([C:20]2[CH:25]=[CH:24][CH:23]=[CH:22][CH:21]=2)[CH:16]=[CH:15][CH:14]=[C:13](B(O)O)[CH:12]=1.C([O-])([O-])=O.[Cs+].[Cs+].